Dataset: Full USPTO retrosynthesis dataset with 1.9M reactions from patents (1976-2016). Task: Predict the reactants needed to synthesize the given product. (1) The reactants are: C[O:2][C:3](=[O:20])[CH:4]([C:13]1[CH:18]=[CH:17][C:16]([F:19])=[CH:15][CH:14]=1)[CH2:5][C:6]1[CH:11]=[CH:10][C:9]([F:12])=[CH:8][CH:7]=1. Given the product [F:19][C:16]1[CH:15]=[CH:14][C:13]([CH:4]([CH2:5][C:6]2[CH:7]=[CH:8][C:9]([F:12])=[CH:10][CH:11]=2)[C:3]([OH:20])=[O:2])=[CH:18][CH:17]=1, predict the reactants needed to synthesize it. (2) Given the product [Br:1][CH2:18][C:17]([C:14]1[CH:13]=[CH:12][C:11]([O:10][CH2:3][C:4]2[CH:5]=[CH:6][CH:7]=[CH:8][CH:9]=2)=[CH:16][CH:15]=1)=[O:19], predict the reactants needed to synthesize it. The reactants are: [Br:1]Br.[CH2:3]([O:10][C:11]1[CH:16]=[CH:15][C:14]([C:17](=[O:19])[CH3:18])=[CH:13][CH:12]=1)[C:4]1[CH:9]=[CH:8][CH:7]=[CH:6][CH:5]=1. (3) Given the product [F:1][C:2]1[CH:7]=[CH:6][C:5]([C@@H:8]([NH:10][C:11]2[CH:16]=[C:15]([CH2:17][O:18][CH3:26])[CH:14]=[C:13]([NH:19][C:20]3[CH:25]=[N:24][CH:23]=[CH:22][N:21]=3)[N:12]=2)[CH3:9])=[CH:4][CH:3]=1, predict the reactants needed to synthesize it. The reactants are: [F:1][C:2]1[CH:7]=[CH:6][C:5]([C@@H:8]([NH:10][C:11]2[CH:16]=[C:15]([CH2:17][OH:18])[CH:14]=[C:13]([NH:19][C:20]3[CH:25]=[N:24][CH:23]=[CH:22][N:21]=3)[N:12]=2)[CH3:9])=[CH:4][CH:3]=1.[C:26](Br)(Br)(Br)Br.C1(P(C2C=CC=CC=2)C2C=CC=CC=2)C=CC=CC=1.